From a dataset of Catalyst prediction with 721,799 reactions and 888 catalyst types from USPTO. Predict which catalyst facilitates the given reaction. (1) Reactant: [CH2:1]([S:9]([C:12]1[C:16]([S:17]([CH2:20][CH2:21][CH2:22][CH2:23][CH2:24][CH2:25][CH2:26][CH3:27])(=[O:19])=[O:18])=[CH:15][S:14][CH:13]=1)(=[O:11])=[O:10])[CH2:2][CH2:3][CH2:4][CH2:5][CH2:6][CH2:7][CH3:8].C(=O)([O-])[O-].[Cs+].[Cs+].Br[C:35]1[CH:40]=[CH:39][C:38]([C:41]([CH3:44])([CH3:43])[CH3:42])=[CH:37][CH:36]=1.[C:50](P[C:50]([CH3:53])([CH3:52])[CH3:51])([CH3:53])([CH3:52])[CH3:51].[C:54]1([C:54]2[CH:59]=[CH:58][CH:57]=[CH:56][CH:55]=2)[CH:59]=[CH:58][CH:57]=[CH:56][CH:55]=1. Product: [C:41]([C:38]1[CH:39]=[CH:40][C:35]([C:15]2[S:14][C:13]([C:54]3[CH:59]=[CH:58][C:57]([C:50]([CH3:51])([CH3:52])[CH3:53])=[CH:56][CH:55]=3)=[C:12]([S:9]([CH2:1][CH2:2][CH2:3][CH2:4][CH2:5][CH2:6][CH2:7][CH3:8])(=[O:10])=[O:11])[C:16]=2[S:17]([CH2:20][CH2:21][CH2:22][CH2:23][CH2:24][CH2:25][CH2:26][CH3:27])(=[O:19])=[O:18])=[CH:36][CH:37]=1)([CH3:44])([CH3:43])[CH3:42]. The catalyst class is: 826. (2) Reactant: Cl.Cl.[NH2:3][CH2:4][C:5]1[N:6]=[CH:7][C:8]([C:15]([O:17][CH3:18])=[O:16])=[N:9][C:10]=1[C:11]([F:14])([F:13])[F:12].C(N(CC)CC)C.[F:26][C:27]1[CH:32]=[CH:31][C:30]([S:33](Cl)(=[O:35])=[O:34])=[CH:29][C:28]=1[Cl:37]. Product: [Cl:37][C:28]1[CH:29]=[C:30]([S:33]([NH:3][CH2:4][C:5]2[N:6]=[CH:7][C:8]([C:15]([O:17][CH3:18])=[O:16])=[N:9][C:10]=2[C:11]([F:13])([F:12])[F:14])(=[O:34])=[O:35])[CH:31]=[CH:32][C:27]=1[F:26]. The catalyst class is: 30.